From a dataset of Reaction yield outcomes from USPTO patents with 853,638 reactions. Predict the reaction yield, written as a fraction of the theoretical maximum amount of product (1.0 means a 100% yield; for example, 0.34 means a 34% yield). (1) The reactants are C(OC([N:8]1[CH2:21][CH2:20][N:19]2[CH:10]([C:11](=[O:36])[NH:12][C:13]3[C:18]2=[N:17][CH:16]=[C:15]([CH2:22][N:23]2[CH2:28][CH2:27][N:26]([C:29]4[CH:34]=[CH:33][C:32]([Cl:35])=[CH:31][CH:30]=4)[CH2:25][CH2:24]2)[CH:14]=3)[CH2:9]1)=O)(C)(C)C.FC(F)(F)C(O)=O. The product is [Cl:35][C:32]1[CH:33]=[CH:34][C:29]([N:26]2[CH2:25][CH2:24][N:23]([CH2:22][C:15]3[CH:14]=[C:13]4[C:18]([N:19]5[CH:10]([C:11](=[O:36])[NH:12]4)[CH2:9][NH:8][CH2:21][CH2:20]5)=[N:17][CH:16]=3)[CH2:28][CH2:27]2)=[CH:30][CH:31]=1. The catalyst is ClCCl. The yield is 0.0880. (2) The reactants are C[O:2][C:3](=[O:25])[C:4]1[CH:9]=[CH:8][C:7]([O:10][CH2:11][C:12]2[N:13]([CH3:24])[N:14]=[N:15][C:16]=2[C:17]2[CH:22]=[CH:21][C:20]([F:23])=[CH:19][N:18]=2)=[N:6][CH:5]=1.COC(=O)C1C=CC(OCC2N(C)N=NC=2C2C=CC=CN=2)=NC=1. The product is [F:23][C:20]1[CH:21]=[CH:22][C:17]([C:16]2[N:15]=[N:14][N:13]([CH3:24])[C:12]=2[CH2:11][O:10][C:7]2[CH:8]=[CH:9][C:4]([C:3]([OH:25])=[O:2])=[CH:5][N:6]=2)=[N:18][CH:19]=1. No catalyst specified. The yield is 0.810.